This data is from Forward reaction prediction with 1.9M reactions from USPTO patents (1976-2016). The task is: Predict the product of the given reaction. (1) Given the reactants [CH3:1][C:2]1([CH3:29])[CH2:6][O:5][C:4](=[O:7])[N:3]1[C:8]1[CH:13]=[CH:12][N:11]=[C:10]([NH:14][CH:15]([C:17]2[CH:22]=[CH:21][C:20]([N:23]3[CH2:28][CH2:27][CH2:26][CH2:25][CH2:24]3)=[CH:19][CH:18]=2)[CH3:16])[N:9]=1.CO, predict the reaction product. The product is: [CH3:29][C:2]1([CH3:1])[CH2:6][O:5][C:4](=[O:7])[N:3]1[C:8]1[CH:13]=[CH:12][N:11]=[C:10]([NH:14][C@H:15]([C:17]2[CH:22]=[CH:21][C:20]([N:23]3[CH2:28][CH2:27][CH2:26][CH2:25][CH2:24]3)=[CH:19][CH:18]=2)[CH3:16])[N:9]=1.[CH3:29][C:2]1([CH3:1])[CH2:6][O:5][C:4](=[O:7])[N:3]1[C:8]1[CH:13]=[CH:12][N:11]=[C:10]([NH:14][C@@H:15]([C:17]2[CH:22]=[CH:21][C:20]([N:23]3[CH2:28][CH2:27][CH2:26][CH2:25][CH2:24]3)=[CH:19][CH:18]=2)[CH3:16])[N:9]=1. (2) Given the reactants C[Si]([N-][Si](C)(C)C)(C)C.[Li+].[CH2:11]([O:16][C:17]1[CH:22]=[CH:21][C:20]([CH2:23][C:24]([O:26][C:27]([CH3:30])([CH3:29])[CH3:28])=[O:25])=[CH:19][CH:18]=1)[CH2:12][CH:13]([CH3:15])[CH3:14].[CH2:31]([O:38][C:39](=[O:42])[CH2:40]Br)[C:32]1[CH:37]=[CH:36][CH:35]=[CH:34][CH:33]=1.[Cl-].[NH4+], predict the reaction product. The product is: [CH2:11]([O:16][C:17]1[CH:18]=[CH:19][C:20]([CH:23]([CH2:40][C:39]([O:38][CH2:31][C:32]2[CH:37]=[CH:36][CH:35]=[CH:34][CH:33]=2)=[O:42])[C:24]([O:26][C:27]([CH3:28])([CH3:30])[CH3:29])=[O:25])=[CH:21][CH:22]=1)[CH2:12][CH:13]([CH3:15])[CH3:14]. (3) Given the reactants [CH:1]1([CH2:4][NH:5][S:6]([C:9]2[CH:14]=[CH:13][C:12]([N+:15]([O-])=O)=[CH:11][CH:10]=2)(=[O:8])=[O:7])[CH2:3][CH2:2]1, predict the reaction product. The product is: [CH:1]1([CH2:4][NH:5][S:6]([C:9]2[CH:10]=[CH:11][C:12]([NH2:15])=[CH:13][CH:14]=2)(=[O:8])=[O:7])[CH2:2][CH2:3]1. (4) Given the reactants [N:1]1[CH:6]=[CH:5][CH:4]=[C:3]([C:7](=O)[CH2:8][C:9]2[CH:13]=[CH:12][S:11][CH:10]=2)[CH:2]=1.[N:15]1[NH:16][N:17]=[N:18][C:19]=1[C:20]1[CH:27]=[CH:26][C:23]([CH:24]=O)=[CH:22][CH:21]=1.[NH2:28][C:29]([NH2:31])=[O:30].Cl, predict the reaction product. The product is: [N:15]1[NH:16][N:17]=[N:18][C:19]=1[C:20]1[CH:27]=[CH:26][C:23]([CH:24]2[C:8]([C:9]3[CH:13]=[CH:12][S:11][CH:10]=3)=[C:7]([C:3]3[CH:2]=[N:1][CH:6]=[CH:5][CH:4]=3)[NH:31][C:29](=[O:30])[NH:28]2)=[CH:22][CH:21]=1. (5) Given the reactants [CH2:1]([O:3][C:4](=[O:20])[CH:5]([N:7]1[C:12]2[CH:13]=[C:14]([Br:18])[C:15]([F:17])=[CH:16][C:11]=2[O:10][CH2:9][C:8]1=O)[CH3:6])[CH3:2].COC1C=CC(P2(SP(C3C=CC(OC)=CC=3)(=S)S2)=[S:30])=CC=1, predict the reaction product. The product is: [CH2:1]([O:3][C:4](=[O:20])[CH:5]([N:7]1[C:12]2[CH:13]=[C:14]([Br:18])[C:15]([F:17])=[CH:16][C:11]=2[O:10][CH2:9][C:8]1=[S:30])[CH3:6])[CH3:2]. (6) Given the reactants [Br:1][C:2]1[CH:3]=[CH:4][C:5]([C:8]2[CH2:12][C@@H:11]([CH2:13]Cl)[O:10][N:9]=2)=[N:6][CH:7]=1.[NH:15]1[CH2:20][CH2:19][CH2:18][CH2:17][CH2:16]1.CS(C)=O, predict the reaction product. The product is: [Br:1][C:2]1[CH:3]=[CH:4][C:5]([C:8]2[CH2:12][C@@H:11]([CH2:13][N:15]3[CH2:20][CH2:19][CH2:18][CH2:17][CH2:16]3)[O:10][N:9]=2)=[N:6][CH:7]=1.